This data is from Peptide-MHC class II binding affinity with 134,281 pairs from IEDB. The task is: Regression. Given a peptide amino acid sequence and an MHC pseudo amino acid sequence, predict their binding affinity value. This is MHC class II binding data. (1) The peptide sequence is KVYLAWVPAHKGIGG. The MHC is DRB1_1501 with pseudo-sequence DRB1_1501. The binding affinity (normalized) is 0.703. (2) The peptide sequence is STWLLKPGAGIMIFD. The MHC is HLA-DPA10103-DPB10401 with pseudo-sequence HLA-DPA10103-DPB10401. The binding affinity (normalized) is 0.250. (3) The peptide sequence is AQNGVQAMSSLGSSL. The binding affinity (normalized) is 0.416. The MHC is HLA-DPA10301-DPB10402 with pseudo-sequence HLA-DPA10301-DPB10402. (4) The peptide sequence is PRTKYTATISGLKPG. The MHC is DRB1_0301 with pseudo-sequence DRB1_0301. The binding affinity (normalized) is 0.0702. (5) The peptide sequence is AAFHSRFVQALTTAA. The MHC is HLA-DQA10102-DQB10602 with pseudo-sequence HLA-DQA10102-DQB10602. The binding affinity (normalized) is 0.598. (6) The peptide sequence is FEAAFNDAIKASTGG. The MHC is DRB1_1602 with pseudo-sequence DRB1_1602. The binding affinity (normalized) is 0.318. (7) The peptide sequence is KLFEFNRNAIKTLQN. The MHC is DRB1_0802 with pseudo-sequence DRB1_0802. The binding affinity (normalized) is 0.235.